Regression. Given two drug SMILES strings and cell line genomic features, predict the synergy score measuring deviation from expected non-interaction effect. From a dataset of NCI-60 drug combinations with 297,098 pairs across 59 cell lines. (1) Drug 1: CNC(=O)C1=CC=CC=C1SC2=CC3=C(C=C2)C(=NN3)C=CC4=CC=CC=N4. Drug 2: C1CC(=O)NC(=O)C1N2CC3=C(C2=O)C=CC=C3N. Cell line: MCF7. Synergy scores: CSS=10.5, Synergy_ZIP=-0.347, Synergy_Bliss=3.54, Synergy_Loewe=3.14, Synergy_HSA=4.34. (2) Drug 1: C1=NC2=C(N1)C(=S)N=CN2. Drug 2: CS(=O)(=O)OCCCCOS(=O)(=O)C. Cell line: NCIH23. Synergy scores: CSS=26.1, Synergy_ZIP=-8.59, Synergy_Bliss=1.32, Synergy_Loewe=-1.99, Synergy_HSA=-1.35. (3) Drug 1: CCCCCOC(=O)NC1=NC(=O)N(C=C1F)C2C(C(C(O2)C)O)O. Drug 2: CNC(=O)C1=NC=CC(=C1)OC2=CC=C(C=C2)NC(=O)NC3=CC(=C(C=C3)Cl)C(F)(F)F. Cell line: OVCAR3. Synergy scores: CSS=0.445, Synergy_ZIP=1.62, Synergy_Bliss=1.65, Synergy_Loewe=-15.3, Synergy_HSA=-2.16. (4) Drug 1: C1=CC=C(C=C1)NC(=O)CCCCCCC(=O)NO. Drug 2: CC1CCC2CC(C(=CC=CC=CC(CC(C(=O)C(C(C(=CC(C(=O)CC(OC(=O)C3CCCCN3C(=O)C(=O)C1(O2)O)C(C)CC4CCC(C(C4)OC)OCCO)C)C)O)OC)C)C)C)OC. Cell line: RXF 393. Synergy scores: CSS=10.5, Synergy_ZIP=6.76, Synergy_Bliss=13.2, Synergy_Loewe=6.04, Synergy_HSA=5.87. (5) Drug 1: CN(CCCl)CCCl.Cl. Drug 2: CC1CCCC2(C(O2)CC(NC(=O)CC(C(C(=O)C(C1O)C)(C)C)O)C(=CC3=CSC(=N3)C)C)C. Cell line: NCIH23. Synergy scores: CSS=45.2, Synergy_ZIP=-12.8, Synergy_Bliss=-14.1, Synergy_Loewe=-10.9, Synergy_HSA=-7.81. (6) Drug 1: C1=C(C(=O)NC(=O)N1)N(CCCl)CCCl. Drug 2: CC1=C(C=C(C=C1)C(=O)NC2=CC(=CC(=C2)C(F)(F)F)N3C=C(N=C3)C)NC4=NC=CC(=N4)C5=CN=CC=C5. Cell line: OVCAR-8. Synergy scores: CSS=21.6, Synergy_ZIP=-8.28, Synergy_Bliss=3.82, Synergy_Loewe=-0.123, Synergy_HSA=0.864.